This data is from Forward reaction prediction with 1.9M reactions from USPTO patents (1976-2016). The task is: Predict the product of the given reaction. (1) Given the reactants Cl.[N:2]1[CH:7]=[CH:6][CH:5]=[CH:4][C:3]=1[C:8](=[NH:10])[NH2:9].[Cl:11][C:12]([SH:15])(Cl)Cl.[OH-].[Na+], predict the reaction product. The product is: [Cl:11][C:12]1[S:15][N:9]=[C:8]([C:3]2[CH:4]=[CH:5][CH:6]=[CH:7][N:2]=2)[N:10]=1. (2) Given the reactants [CH3:1][O:2][C:3]1[CH:4]=[C:5]2[C:10](=[CH:11][C:12]=1[O:13][CH3:14])[N:9]=[CH:8][CH:7]=[C:6]2[O:15][C:16]1[C:22]([CH3:23])=[CH:21][C:19]([NH2:20])=[C:18]([CH3:24])[CH:17]=1.Cl[C:26](Cl)([O:28][C:29](=[O:35])OC(Cl)(Cl)Cl)Cl.[CH2:37](O)[CH2:38][CH2:39][CH2:40][CH2:41][CH2:42][CH2:43][CH2:44][CH2:45][CH2:46][CH2:47][CH2:48][CH2:49][CH2:50][CH2:51][CH2:52][CH2:53]C.C(=O)(O)[O-].[Na+], predict the reaction product. The product is: [CH3:1][O:2][C:3]1[CH:4]=[C:5]2[C:10](=[CH:11][C:12]=1[O:13][CH3:14])[N:9]=[CH:8][CH:7]=[C:6]2[O:15][C:16]1[C:22]([CH3:23])=[CH:21][C:19]([NH:20][C:29](=[O:35])[O:28][CH2:26][CH2:53][CH2:52][CH2:51][CH2:50][CH2:49][CH2:48][CH2:47][CH2:46][CH2:45][CH2:44][CH2:43][CH2:42][CH2:41][CH2:40][CH2:39][CH2:38][CH3:37])=[C:18]([CH3:24])[CH:17]=1. (3) Given the reactants [NH:1]([C:3]1[N:8]([CH2:9][CH:10]([CH3:12])[CH3:11])[C:7](=[O:13])[N:6]([CH3:14])[C:5](=[O:15])[CH:4]=1)[NH2:2].[S:16]1[C:20]2[CH:21]=[CH:22][CH:23]=[CH:24][C:19]=2[C:18]([CH:25]=O)=[CH:17]1.[CH3:27][N:28]1[CH:32]=[CH:31][N:30]=[C:29]1[CH:33]=O, predict the reaction product. The product is: [S:16]1[C:20]2[CH:21]=[CH:22][CH:23]=[CH:24][C:19]=2[C:18]([CH2:25][N:2]2[C:33]([C:29]3[N:28]([CH3:27])[CH:32]=[CH:31][N:30]=3)=[C:4]3[C:3]([N:8]([CH2:9][CH:10]([CH3:11])[CH3:12])[C:7](=[O:13])[N:6]([CH3:14])[C:5]3=[O:15])=[N:1]2)=[CH:17]1. (4) Given the reactants CN(C)[CH:3]=[O:4].[F:6][C:7]1[CH:24]=[CH:23][CH:22]=[CH:21][C:8]=1[CH2:9][N:10]1[C:14](=O)[CH2:13][C:12]([C:16]([O:18][CH2:19][CH3:20])=[O:17])=[N:11]1.P(Cl)(Cl)([Cl:27])=O, predict the reaction product. The product is: [Cl:27][C:14]1[N:10]([CH2:9][C:8]2[CH:21]=[CH:22][CH:23]=[CH:24][C:7]=2[F:6])[N:11]=[C:12]([C:16]([O:18][CH2:19][CH3:20])=[O:17])[C:13]=1[CH:3]=[O:4]. (5) Given the reactants [F:1][C:2]1[CH:13]=[CH:12][C:5]([CH:6]=[C:7]([CH3:11])[C:8]([OH:10])=[O:9])=[CH:4][CH:3]=1, predict the reaction product. The product is: [F:1][C:2]1[CH:3]=[CH:4][C:5]([CH2:6][CH:7]([CH3:11])[C:8]([OH:10])=[O:9])=[CH:12][CH:13]=1. (6) Given the reactants [Cl:1][C:2]1[CH:10]=[C:9]2[C:5]([C:6]([C:11]([N:13]3[CH2:18][CH2:17][C:16]4([C:22]5[CH:23]=[CH:24][CH:25]=[CH:26][C:21]=5[C:20](=[O:27])[O:19]4)[CH2:15][CH2:14]3)=[O:12])=[CH:7][NH:8]2)=[CH:4][CH:3]=1.[F:28][C:29]1[CH:30]=[C:31](B(O)O)[CH:32]=[CH:33][CH:34]=1, predict the reaction product. The product is: [Cl:1][C:2]1[CH:10]=[C:9]2[C:5]([C:6]([C:11]([N:13]3[CH2:18][CH2:17][C:16]4([C:22]5[CH:23]=[CH:24][CH:25]=[CH:26][C:21]=5[C:20](=[O:27])[O:19]4)[CH2:15][CH2:14]3)=[O:12])=[CH:7][N:8]2[C:33]2[CH:32]=[CH:31][CH:30]=[C:29]([F:28])[CH:34]=2)=[CH:4][CH:3]=1. (7) Given the reactants [CH:1]1([NH2:5])[CH2:4][CH2:3][CH2:2]1.C(N(CC)CC)C.[N+:13]([C:16]1[CH:21]=[CH:20][C:19]([S:22](Cl)(=[O:24])=[O:23])=[CH:18][CH:17]=1)([O-:15])=[O:14], predict the reaction product. The product is: [CH:1]1([NH:5][S:22]([C:19]2[CH:18]=[CH:17][C:16]([N+:13]([O-:15])=[O:14])=[CH:21][CH:20]=2)(=[O:23])=[O:24])[CH2:4][CH2:3][CH2:2]1. (8) Given the reactants [Cl:1][C:2]1[CH:7]=[C:6]([OH:8])[CH:5]=[CH:4][C:3]=1[CH:9]([CH3:25])[C:10]([C:16]1[CH:17]=[C:18]([CH3:24])[C:19](=[O:23])[N:20]([CH3:22])[CH:21]=1)([OH:15])[C:11]([F:14])([F:13])[F:12].C([O:28][C:29](=[O:41])[C:30]1[CH:35]=[CH:34][C:33](Cl)=[N:32][C:31]=1[C:37]([F:40])([F:39])[F:38])C.[Li+].[OH-].Cl, predict the reaction product. The product is: [Cl:1][C:2]1[CH:7]=[C:6]([CH:5]=[CH:4][C:3]=1[CH:9]([CH3:25])[C:10]([C:16]1[CH:17]=[C:18]([CH3:24])[C:19](=[O:23])[N:20]([CH3:22])[CH:21]=1)([OH:15])[C:11]([F:13])([F:14])[F:12])[O:8][C:33]1[CH:34]=[CH:35][C:30]([C:29]([OH:41])=[O:28])=[C:31]([C:37]([F:38])([F:40])[F:39])[N:32]=1. (9) The product is: [F:9][C:3]1[CH:4]=[C:5]([O:8][C:11]2[S:12][CH:13]=[CH:14][N:15]=2)[CH:6]=[CH:7][C:2]=1[NH2:1]. Given the reactants [NH2:1][C:2]1[CH:7]=[CH:6][C:5]([OH:8])=[CH:4][C:3]=1[F:9].Br[C:11]1[S:12][CH:13]=[CH:14][N:15]=1.CC([O-])(C)C.[K+].CCOC(C)=O, predict the reaction product.